This data is from Peptide-MHC class I binding affinity with 185,985 pairs from IEDB/IMGT. The task is: Regression. Given a peptide amino acid sequence and an MHC pseudo amino acid sequence, predict their binding affinity value. This is MHC class I binding data. (1) The peptide sequence is FGAAVSLLF. The MHC is HLA-A26:01 with pseudo-sequence HLA-A26:01. The binding affinity (normalized) is 0.0847. (2) The MHC is HLA-A02:01 with pseudo-sequence HLA-A02:01. The peptide sequence is FPRCRYVHK. The binding affinity (normalized) is 0.0847. (3) The peptide sequence is VPVEFLRL. The MHC is H-2-Db with pseudo-sequence H-2-Db. The binding affinity (normalized) is 0.0889. (4) The peptide sequence is YANCSSISI. The MHC is HLA-A02:01 with pseudo-sequence HLA-A02:01. The binding affinity (normalized) is 0.371. (5) The peptide sequence is SLSVETITEK. The MHC is HLA-A31:01 with pseudo-sequence HLA-A31:01. The binding affinity (normalized) is 0.341. (6) The peptide sequence is VQGYERIMY. The MHC is HLA-A26:01 with pseudo-sequence HLA-A26:01. The binding affinity (normalized) is 0.0847. (7) The peptide sequence is SMMVILPDK. The MHC is HLA-A68:01 with pseudo-sequence HLA-A68:01. The binding affinity (normalized) is 0.288.